From a dataset of Full USPTO retrosynthesis dataset with 1.9M reactions from patents (1976-2016). Predict the reactants needed to synthesize the given product. (1) Given the product [Br:1][C:2]1[CH:18]=[CH:17][C:5]([C:6]([NH:8][CH2:9][CH:10]=[O:11])=[O:7])=[C:4]([Cl:19])[CH:3]=1, predict the reactants needed to synthesize it. The reactants are: [Br:1][C:2]1[CH:18]=[CH:17][C:5]([C:6]([NH:8][CH2:9][CH:10](OCC)[O:11]CC)=[O:7])=[C:4]([Cl:19])[CH:3]=1.Cl.O. (2) Given the product [Br:1][C:2]1[CH:7]=[CH:6][C:5]([C:8](=[O:10])[CH2:9][C:27](=[O:28])[C:26]([F:35])([F:34])[F:25])=[CH:4][C:3]=1[C:11]([F:12])([F:13])[F:14], predict the reactants needed to synthesize it. The reactants are: [Br:1][C:2]1[CH:7]=[CH:6][C:5]([C:8](=[O:10])[CH3:9])=[CH:4][C:3]=1[C:11]([F:14])([F:13])[F:12].C[Si]([N-][Si](C)(C)C)(C)C.[Li+].[F:25][C:26]([F:35])([F:34])[C:27](N1C=CN=C1)=[O:28].